This data is from Forward reaction prediction with 1.9M reactions from USPTO patents (1976-2016). The task is: Predict the product of the given reaction. (1) Given the reactants [Cl:1][C:2]1[C:3]([Cl:13])=[N:4][C:5]([CH3:12])=[C:6]([CH:11]=1)[C:7]([O:9][CH3:10])=[O:8].C1C(=O)N([Br:21])C(=O)C1.C(OOC(=O)C1C=CC=CC=1)(=O)C1C=CC=CC=1.O, predict the reaction product. The product is: [Br:21][CH2:12][C:5]1[N:4]=[C:3]([Cl:13])[C:2]([Cl:1])=[CH:11][C:6]=1[C:7]([O:9][CH3:10])=[O:8]. (2) Given the reactants Cl[C:2]1[N:3]=[C:4]([OH:12])[C:5]2[CH:11]=[CH:10][N:9]=[CH:8][C:6]=2[N:7]=1.[CH3:13][N:14]([C:22]1[CH:27]=[CH:26][C:25]([N:28]2[CH2:33][CH2:32][O:31][CH2:30][CH2:29]2)=[CH:24][CH:23]=1)[C:15]1[CH:20]=[CH:19][C:18]([OH:21])=[CH:17][CH:16]=1, predict the reaction product. The product is: [CH3:13][N:14]([C:22]1[CH:23]=[CH:24][C:25]([N:28]2[CH2:33][CH2:32][O:31][CH2:30][CH2:29]2)=[CH:26][CH:27]=1)[C:15]1[CH:20]=[CH:19][C:18]([O:21][C:2]2[N:3]=[C:4]([OH:12])[C:5]3[CH:11]=[CH:10][N:9]=[CH:8][C:6]=3[N:7]=2)=[CH:17][CH:16]=1. (3) Given the reactants [CH3:1][C:2]([CH3:36])([CH2:5][C@@:6]1([C:30]2[CH:35]=[CH:34][CH:33]=[CH:32][CH:31]=2)[O:11][C:10](=[O:12])[N:9]([C@H:13]([C:15]2[CH:20]=[CH:19][C:18](B3OC(C)(C)C(C)(C)O3)=[CH:17][CH:16]=2)[CH3:14])[CH2:8][CH2:7]1)[C:3]#[N:4].Br[C:38]1[S:39][C:40]([C:43]([NH:45][CH:46]2[CH2:48][CH2:47]2)=[O:44])=[CH:41][N:42]=1, predict the reaction product. The product is: [C:3]([C:2]([CH3:36])([CH3:1])[CH2:5][C@@:6]1([C:30]2[CH:31]=[CH:32][CH:33]=[CH:34][CH:35]=2)[O:11][C:10](=[O:12])[N:9]([C@H:13]([C:15]2[CH:16]=[CH:17][C:18]([C:38]3[S:39][C:40]([C:43]([NH:45][CH:46]4[CH2:47][CH2:48]4)=[O:44])=[CH:41][N:42]=3)=[CH:19][CH:20]=2)[CH3:14])[CH2:8][CH2:7]1)#[N:4].